The task is: Regression. Given two drug SMILES strings and cell line genomic features, predict the synergy score measuring deviation from expected non-interaction effect.. This data is from NCI-60 drug combinations with 297,098 pairs across 59 cell lines. (1) Drug 1: C1CN1P(=S)(N2CC2)N3CC3. Drug 2: C1CN(CCN1C(=O)CCBr)C(=O)CCBr. Cell line: CAKI-1. Synergy scores: CSS=27.3, Synergy_ZIP=0.978, Synergy_Bliss=5.70, Synergy_Loewe=4.25, Synergy_HSA=5.84. (2) Drug 1: CC1=C(C=C(C=C1)NC(=O)C2=CC=C(C=C2)CN3CCN(CC3)C)NC4=NC=CC(=N4)C5=CN=CC=C5. Drug 2: CC1C(C(CC(O1)OC2CC(CC3=C2C(=C4C(=C3O)C(=O)C5=C(C4=O)C(=CC=C5)OC)O)(C(=O)CO)O)N)O.Cl. Cell line: PC-3. Synergy scores: CSS=25.3, Synergy_ZIP=-0.820, Synergy_Bliss=2.31, Synergy_Loewe=-18.8, Synergy_HSA=1.18. (3) Drug 1: C1=CC(=CC=C1CCC2=CNC3=C2C(=O)NC(=N3)N)C(=O)NC(CCC(=O)O)C(=O)O. Drug 2: CNC(=O)C1=NC=CC(=C1)OC2=CC=C(C=C2)NC(=O)NC3=CC(=C(C=C3)Cl)C(F)(F)F. Cell line: COLO 205. Synergy scores: CSS=49.4, Synergy_ZIP=-1.85, Synergy_Bliss=-4.75, Synergy_Loewe=-0.473, Synergy_HSA=0.169. (4) Drug 1: CCCS(=O)(=O)NC1=C(C(=C(C=C1)F)C(=O)C2=CNC3=C2C=C(C=N3)C4=CC=C(C=C4)Cl)F. Drug 2: CCN(CC)CCNC(=O)C1=C(NC(=C1C)C=C2C3=C(C=CC(=C3)F)NC2=O)C. Cell line: OVCAR-8. Synergy scores: CSS=-4.25, Synergy_ZIP=3.04, Synergy_Bliss=1.24, Synergy_Loewe=-1.97, Synergy_HSA=-1.91. (5) Drug 1: CC(C1=C(C=CC(=C1Cl)F)Cl)OC2=C(N=CC(=C2)C3=CN(N=C3)C4CCNCC4)N. Drug 2: CC1CCC2CC(C(=CC=CC=CC(CC(C(=O)C(C(C(=CC(C(=O)CC(OC(=O)C3CCCCN3C(=O)C(=O)C1(O2)O)C(C)CC4CCC(C(C4)OC)OCCO)C)C)O)OC)C)C)C)OC. Cell line: MCF7. Synergy scores: CSS=14.3, Synergy_ZIP=-9.00, Synergy_Bliss=-3.43, Synergy_Loewe=-9.79, Synergy_HSA=-1.92. (6) Drug 1: CCC1=C2CN3C(=CC4=C(C3=O)COC(=O)C4(CC)O)C2=NC5=C1C=C(C=C5)O. Drug 2: C(=O)(N)NO. Cell line: CCRF-CEM. Synergy scores: CSS=68.0, Synergy_ZIP=-2.50, Synergy_Bliss=-5.06, Synergy_Loewe=-32.2, Synergy_HSA=-4.81. (7) Drug 1: C1=CC(=CC=C1C#N)C(C2=CC=C(C=C2)C#N)N3C=NC=N3. Drug 2: C1C(C(OC1N2C=C(C(=O)NC2=O)F)CO)O. Cell line: COLO 205. Synergy scores: CSS=31.1, Synergy_ZIP=0.890, Synergy_Bliss=-0.813, Synergy_Loewe=-21.6, Synergy_HSA=-4.67.